Predict the reactants needed to synthesize the given product. From a dataset of Full USPTO retrosynthesis dataset with 1.9M reactions from patents (1976-2016). (1) Given the product [C:1]([O:5][C:6](=[O:22])[N:7]([CH:9]1[CH:13]([C:14]2[CH:19]=[CH:18][C:17]([Cl:20])=[C:16]([Cl:21])[CH:15]=2)[CH2:12][N:11]([C:33]([CH:30]2[CH2:31][CH2:32][N:27]([CH2:26][CH:23]3[CH2:25][CH2:24]3)[CH2:28][CH2:29]2)=[O:34])[CH2:10]1)[CH3:8])([CH3:4])([CH3:2])[CH3:3], predict the reactants needed to synthesize it. The reactants are: [C:1]([O:5][C:6](=[O:22])[N:7]([CH:9]1[CH:13]([C:14]2[CH:19]=[CH:18][C:17]([Cl:20])=[C:16]([Cl:21])[CH:15]=2)[CH2:12][NH:11][CH2:10]1)[CH3:8])([CH3:4])([CH3:3])[CH3:2].[CH:23]1([CH2:26][N:27]2[CH2:32][CH2:31][CH:30]([C:33](O)=[O:34])[CH2:29][CH2:28]2)[CH2:25][CH2:24]1. (2) The reactants are: [C:1]1([C:7]2[N:11]=[C:10]([C@@H:12]3[CH2:16][CH2:15][C@H:14]([NH2:17])[CH2:13]3)[O:9][N:8]=2)[CH:6]=[CH:5][CH:4]=[CH:3][CH:2]=1.CCN(C(C)C)C(C)C.Cl[C:28]1[N:33]=[CH:32][N:31]=[C:30]2[N:34](C3CCCCO3)[N:35]=[CH:36][C:29]=12. Given the product [C:1]1([C:7]2[N:11]=[C:10]([C@@H:12]3[CH2:16][CH2:15][C@H:14]([NH:17][C:28]4[N:33]=[CH:32][N:31]=[C:30]5[NH:34][N:35]=[CH:36][C:29]=45)[CH2:13]3)[O:9][N:8]=2)[CH:2]=[CH:3][CH:4]=[CH:5][CH:6]=1, predict the reactants needed to synthesize it. (3) Given the product [C:1]([O:5][C:6]([N:8]1[CH2:9][CH:10]([CH2:12][C:13]2[N:14]([CH3:40])[C:15]3[C:20]([N:21]=2)=[C:19]([N:22]2[CH2:27][CH2:26][O:25][CH2:24][CH2:23]2)[N:18]=[C:17]([N:28]2[C:32]4[CH:33]=[CH:34][CH:35]=[CH:36][C:31]=4[N:30]=[C:29]2[C@@H:37]([OH:39])[CH3:38])[N:16]=3)[CH2:11]1)=[O:7])([CH3:4])([CH3:3])[CH3:2], predict the reactants needed to synthesize it. The reactants are: [C:1]([O:5][C:6]([N:8]1[CH2:11][C:10](=[CH:12][C:13]2[N:14]([CH3:40])[C:15]3[C:20]([N:21]=2)=[C:19]([N:22]2[CH2:27][CH2:26][O:25][CH2:24][CH2:23]2)[N:18]=[C:17]([N:28]2[C:32]4[CH:33]=[CH:34][CH:35]=[CH:36][C:31]=4[N:30]=[C:29]2[C@@H:37]([OH:39])[CH3:38])[N:16]=3)[CH2:9]1)=[O:7])([CH3:4])([CH3:3])[CH3:2]. (4) The reactants are: [C:1](Cl)(=[O:8])[C:2]1[CH:7]=[CH:6][CH:5]=[CH:4][CH:3]=1.Cl.[Cl:11][C:12]1[CH:13]=[C:14]([CH:33]=[CH:34][C:35]=1[Cl:36])[CH2:15][N:16]1[CH2:21][CH2:20][O:19][CH:18]([CH2:22][NH:23][C:24]([NH:26][CH:27]2[CH2:32][CH2:31][NH:30][CH2:29][CH2:28]2)=[O:25])[CH2:17]1.C(N(CC)C(C)C)(C)C. Given the product [C:1]([N:30]1[CH2:31][CH2:32][CH:27]([NH:26][C:24]([NH:23][CH2:22][CH:18]2[O:19][CH2:20][CH2:21][N:16]([CH2:15][C:14]3[CH:33]=[CH:34][C:35]([Cl:36])=[C:12]([Cl:11])[CH:13]=3)[CH2:17]2)=[O:25])[CH2:28][CH2:29]1)(=[O:8])[C:2]1[CH:7]=[CH:6][CH:5]=[CH:4][CH:3]=1, predict the reactants needed to synthesize it.